From a dataset of Forward reaction prediction with 1.9M reactions from USPTO patents (1976-2016). Predict the product of the given reaction. Given the reactants [H-].[Na+].[CH2:3]([N:6]1[C@H:11]([CH3:12])[CH2:10][N:9]([C@H:13]([C:21]2[CH:33]=[CH:32][C:24]([C:25]([N:27]([CH2:30][CH3:31])[CH2:28][CH3:29])=[O:26])=[CH:23][CH:22]=2)[C:14]2[CH:19]=[CH:18][CH:17]=[C:16]([OH:20])[CH:15]=2)[C@@H:8]([CH3:34])[CH2:7]1)[CH:4]=[CH2:5].[I-].[Na+].Cl[CH2:38][C:39]([O:41][CH3:42])=[O:40].C(=O)=O, predict the reaction product. The product is: [CH2:3]([N:6]1[C@H:11]([CH3:12])[CH2:10][N:9]([C@@H:13]([C:14]2[CH:15]=[C:16]([CH:17]=[CH:18][CH:19]=2)[O:20][CH2:38][C:39]([O:41][CH3:42])=[O:40])[C:21]2[CH:22]=[CH:23][C:24]([C:25]([N:27]([CH2:28][CH3:29])[CH2:30][CH3:31])=[O:26])=[CH:32][CH:33]=2)[C@@H:8]([CH3:34])[CH2:7]1)[CH:4]=[CH2:5].